From a dataset of Retrosynthesis with 50K atom-mapped reactions and 10 reaction types from USPTO. Predict the reactants needed to synthesize the given product. Given the product CN(C)C(=O)c1ccc(-n2cc3c(n2)CCN(C(=O)OC(C)(C)C)CC3)cc1, predict the reactants needed to synthesize it. The reactants are: CC(C)(C)OC(=O)N1CCc2cn(-c3ccc(C(=O)O)cc3)nc2CC1.CNC.